This data is from Full USPTO retrosynthesis dataset with 1.9M reactions from patents (1976-2016). The task is: Predict the reactants needed to synthesize the given product. (1) Given the product [Cl:43][C:40]1[CH:41]=[CH:42][C:33]([N:32]2[C:7](=[O:9])[C:6]3[CH:5]=[C:4]([CH2:11][CH3:12])[S:3][C:2]=3[NH:1][C:14]2=[O:16])=[C:34]([CH:39]=1)[C:35]([O:37][CH3:38])=[O:36], predict the reactants needed to synthesize it. The reactants are: [NH2:1][C:2]1[S:3][C:4]([CH2:11][CH3:12])=[CH:5][C:6]=1[C:7]([O:9]C)=O.Cl[C:14](Cl)([O:16]C(=O)OC(Cl)(Cl)Cl)Cl.C(N(CC)CC)C.[NH2:32][C:33]1[CH:42]=[CH:41][C:40]([Cl:43])=[CH:39][C:34]=1[C:35]([O:37][CH3:38])=[O:36]. (2) Given the product [F:12][C:11]([F:14])([F:13])[C:7]1[CH:6]=[C:5]([CH:10]=[CH:9][CH:8]=1)[CH2:4][C:3]1[O:2][CH:1]=[N:19][N:20]=1, predict the reactants needed to synthesize it. The reactants are: [CH3:1][O:2][C:3](=O)[CH2:4][C:5]1[CH:10]=[CH:9][CH:8]=[C:7]([C:11]([F:14])([F:13])[F:12])[CH:6]=1.CCO.[NH2:19][NH2:20]. (3) Given the product [C:1]([C:3]1[N:8]=[C:7]([C:9]2[CH:10]=[CH:11][C:12]([C:15]([CH3:20])([CH3:19])[C:16]([NH:27][CH2:26][C:22]3[O:21][CH:25]=[CH:24][CH:23]=3)=[O:18])=[CH:13][CH:14]=2)[CH:6]=[N:5][CH:4]=1)#[N:2], predict the reactants needed to synthesize it. The reactants are: [C:1]([C:3]1[N:8]=[C:7]([C:9]2[CH:14]=[CH:13][C:12]([C:15]([CH3:20])([CH3:19])[C:16]([OH:18])=O)=[CH:11][CH:10]=2)[CH:6]=[N:5][CH:4]=1)#[N:2].[O:21]1[CH:25]=[CH:24][CH:23]=[C:22]1[CH2:26][NH2:27].